Dataset: Catalyst prediction with 721,799 reactions and 888 catalyst types from USPTO. Task: Predict which catalyst facilitates the given reaction. (1) Reactant: Br[C:2]1[N:3]=[CH:4][C:5]2[N:6]([C:8]([C:11]3[CH:18]=[CH:17][C:14]([C:15]#[N:16])=[CH:13][CH:12]=3)=[CH:9][N:10]=2)[CH:7]=1.[CH2:19]([O:21][C:22]([C:24]1[CH:29]=[CH:28][C:27](B(O)O)=[CH:26][CH:25]=1)=[O:23])[CH3:20].C([O-])([O-])=O.[Na+].[Na+]. Product: [C:15]([C:14]1[CH:17]=[CH:18][C:11]([C:8]2[N:6]3[CH:7]=[C:2]([C:27]4[CH:28]=[CH:29][C:24]([C:22]([O:21][CH2:19][CH3:20])=[O:23])=[CH:25][CH:26]=4)[N:3]=[CH:4][C:5]3=[N:10][CH:9]=2)=[CH:12][CH:13]=1)#[N:16]. The catalyst class is: 339. (2) Reactant: [CH2:1]([O:3][C:4]([C:6]1([CH2:9][NH:10][CH:11]2[CH2:15][CH2:14][CH2:13][CH2:12]2)[CH2:8][CH2:7]1)=[O:5])[CH3:2].C(=O)([O-])[O-].[K+].[K+].[Cl:22][C:23]1[N:28]=[C:27](Cl)[C:26]([N+:30]([O-:32])=[O:31])=[CH:25][N:24]=1. Product: [CH2:1]([O:3][C:4]([C:6]1([CH2:9][N:10]([C:25]2[C:26]([N+:30]([O-:32])=[O:31])=[CH:27][N:28]=[C:23]([Cl:22])[N:24]=2)[CH:11]2[CH2:12][CH2:13][CH2:14][CH2:15]2)[CH2:7][CH2:8]1)=[O:5])[CH3:2]. The catalyst class is: 21. (3) Product: [C:20]([OH:22])(=[O:21])[CH2:9][CH2:10][CH2:11][CH2:19][CH2:18][CH2:17][CH3:16].[NH2:8][C@H:9]([C:20]([OH:22])=[O:21])[CH2:10][C:11]1[C:19]2[C:14](=[CH:15][CH:16]=[CH:17][CH:18]=2)[NH:13][CH:12]=1. Reactant: Cl.C(O)(=O)CCC.[NH2:8][C@H:9]([C:20]([OH:22])=[O:21])[CH2:10][C:11]1[C:19]2[C:14](=[CH:15][CH:16]=[CH:17][CH:18]=2)[NH:13][CH:12]=1.C(N(CC)CC)C. The catalyst class is: 4. (4) Reactant: C1(P(C2CCCCC2)C2C=CC=CC=2C2C(C(C)C)=CC(C(C)C)=CC=2C(C)C)CCCCC1.C([Sn](CCCC)(CCCC)[C:40]#[N:41])CCC.Cl[C:51]1[CH:52]=[CH:53][CH:54]=[C:55]2[C:60]=1[N:59]=[C:58]([C:61]1[CH:66]=[CH:65][CH:64]=[CH:63][N:62]=1)[C:57]([CH3:67])=[C:56]2[NH:68][C:69]1[C:74]([C:75]2[CH:76]=[N:77][CH:78]=[N:79][CH:80]=2)=[CH:73][N:72]=[C:71]([N:81]2[CH2:86][CH2:85][O:84][CH2:83][CH2:82]2)[CH:70]=1.CN1CCCC1=O. Product: [CH3:67][C:57]1[C:58]([C:61]2[CH:66]=[CH:65][CH:64]=[CH:63][N:62]=2)=[N:59][C:60]2[C:55]([C:56]=1[NH:68][C:69]1[C:74]([C:75]3[CH:80]=[N:79][CH:78]=[N:77][CH:76]=3)=[CH:73][N:72]=[C:71]([N:81]3[CH2:86][CH2:85][O:84][CH2:83][CH2:82]3)[CH:70]=1)=[CH:54][CH:53]=[CH:52][C:51]=2[C:40]#[N:41]. The catalyst class is: 110. (5) Reactant: [C:1]([C:3]1[CH:4]=[C:5]2[C:22](=[CH:23][CH:24]=1)[O:21][C:8]1([CH2:13][CH2:12][N:11]([C:14]([O:16][C:17]([CH3:20])([CH3:19])[CH3:18])=[O:15])[CH2:10][CH2:9]1)[CH2:7][C:6]2=[O:25])#[N:2].[BH4-].[Na+].[NH4+].[Cl-]. Product: [C:1]([C:3]1[CH:4]=[C:5]2[C:22](=[CH:23][CH:24]=1)[O:21][C:8]1([CH2:13][CH2:12][N:11]([C:14]([O:16][C:17]([CH3:20])([CH3:19])[CH3:18])=[O:15])[CH2:10][CH2:9]1)[CH2:7][CH:6]2[OH:25])#[N:2]. The catalyst class is: 301. (6) Product: [NH3:3].[CH3:8][OH:9].[CH2:10]([O:9][CH2:8][CH2:7][N:6]1[C:5]2[CH:12]=[CH:13][CH:14]=[CH:15][C:4]=2[N:3]=[C:2]1[N:16]1[CH2:22][CH2:21][CH2:20][NH:19][CH2:18][CH2:17]1)[CH3:11]. The catalyst class is: 125. Reactant: Cl[C:2]1[N:6]([CH2:7][CH2:8][O:9][CH2:10][CH3:11])[C:5]2[CH:12]=[CH:13][CH:14]=[CH:15][C:4]=2[N:3]=1.[NH:16]1[CH2:22][CH2:21][CH2:20][NH:19][CH2:18][CH2:17]1.N12CCCN=C1CCCCC2.N1C=CC=CC=1. (7) Reactant: [Cl:1][C:2]1[CH:3]=[C:4]([CH2:9][N:10]2[C:14]([CH3:15])=[C:13]([C:16]([OH:18])=O)[N:12]=[N:11]2)[CH:5]=[CH:6][C:7]=1[Cl:8].[NH2:19][C:20]1[O:21][C:22]([C:25]([O:27][CH2:28][CH3:29])=[O:26])=[CH:23][N:24]=1.C1C=CC2N(O)N=NC=2C=1.CCN=C=NCCCN(C)C.Cl.CCN(CC)CC. Product: [Cl:1][C:2]1[CH:3]=[C:4]([CH2:9][N:10]2[C:14]([CH3:15])=[C:13]([C:16]([NH:19][C:20]3[O:21][C:22]([C:25]([O:27][CH2:28][CH3:29])=[O:26])=[CH:23][N:24]=3)=[O:18])[N:12]=[N:11]2)[CH:5]=[CH:6][C:7]=1[Cl:8]. The catalyst class is: 3. (8) Reactant: [C:1]([N:4]1[C@H:8]([C@H:9]([OH:12])[CH2:10][OH:11])[C@H:7]([OH:13])[CH:6]=[N:5]1)(=[O:3])[CH3:2]. Product: [C:1]([N:4]1[C@H:8]([C@H:9]([OH:12])[CH2:10][OH:11])[C@@H:7]([OH:13])[CH2:6][NH:5]1)(=[O:3])[CH3:2]. The catalyst class is: 563. (9) Reactant: [Cl:1][C:2]1[CH:7]=[CH:6][C:5]([NH:8][S:9]([C:12]([F:15])([F:14])[F:13])(=[O:11])=[O:10])=[C:4]([O:16][C:17]2[CH:22]=[CH:21][C:20]([Cl:23])=[CH:19][C:18]=2[Cl:24])[CH:3]=1.[CH2:25]([O:27][CH2:28]Cl)[CH3:26].C(=O)([O-])[O-].[K+].[K+]. Product: [Cl:1][C:2]1[CH:7]=[CH:6][C:5]([N:8]([CH2:28][O:27][CH2:25][CH3:26])[S:9]([C:12]([F:15])([F:13])[F:14])(=[O:10])=[O:11])=[C:4]([O:16][C:17]2[CH:22]=[CH:21][C:20]([Cl:23])=[CH:19][C:18]=2[Cl:24])[CH:3]=1. The catalyst class is: 21. (10) Reactant: C(OC([N:11]1[CH2:15][CH2:14][CH2:13][C@H:12]1[CH2:16][O:17][CH:18]1[CH2:23][CH2:22][CH2:21][CH2:20][O:19]1)=O)C1C=CC=CC=1. Product: [O:19]1[CH2:20][CH2:21][CH2:22][CH2:23][CH:18]1[O:17][CH2:16][C@@H:12]1[CH2:13][CH2:14][CH2:15][NH:11]1. The catalyst class is: 8.